Task: Predict the reaction yield, written as a fraction of the theoretical maximum amount of product (1.0 means a 100% yield; for example, 0.34 means a 34% yield).. Dataset: Reaction yield outcomes from USPTO patents with 853,638 reactions (1) The catalyst is C(Cl)(Cl)Cl. The reactants are Cl[C:2]1[CH:8]=[CH:7][C:5]([NH2:6])=[CH:4][CH:3]=1.[C:9](O)(=O)[CH3:10].[CH2:13](O)[CH3:14].[C:16]([C:18]1[C:19](=[C:26]([C:29]#[N:30])[C:27]#[N:28])[O:20][C:21]([CH3:25])([CH3:24])[C:22]=1[CH3:23])#[N:17].N1C=C[CH:34]=[CH:33][CH:32]=1. The product is [C:16]([C:18]1[C:19](=[C:26]([C:27]#[N:28])[C:29]#[N:30])[O:20][C:21]([CH3:24])([CH3:25])[C:22]=1[CH:23]=[CH:34][CH:33]=[CH:32][C:2]1[CH:8]=[CH:7][C:5]([N:6]([CH2:9][CH3:10])[CH2:13][CH3:14])=[CH:4][CH:3]=1)#[N:17]. The yield is 0.810. (2) The reactants are C(O[CH:4](OCC)[C:5]1[CH:10]=[CH:9][C:8]([CH2:11][N:12]([CH3:20])[C:13](=[O:19])[O:14][C:15]([CH3:18])([CH3:17])[CH3:16])=[CH:7][CH:6]=1)C.[O-]S([O-])(=O)=O.[Na+].[Na+].Cl.[NH2:32][OH:33]. The catalyst is CC1OCCC1.CC(OC)(C)C. The product is [OH:33][N:32]=[CH:4][C:5]1[CH:10]=[CH:9][C:8]([CH2:11][N:12]([CH3:20])[C:13](=[O:19])[O:14][C:15]([CH3:18])([CH3:17])[CH3:16])=[CH:7][CH:6]=1. The yield is 0.890. (3) The reactants are [CH3:1][C@@:2]12[C:18](=[O:19])[CH2:17][CH2:16][C@H:15]1[C@H:14]1[C@@H:5]([C:6]3[CH:7]=[CH:8][C:9]([OH:20])=[CH:10][C:11]=3[CH2:12][CH2:13]1)[CH2:4][CH2:3]2.[C:21]([O:24]C(=O)C)(=[O:23])[CH3:22]. The catalyst is N1C=CC=CC=1. The product is [CH3:1][C@@:2]12[C:18](=[O:19])[CH2:17][CH2:16][C@H:15]1[C@H:14]1[C@@H:5]([C:6]3[CH:7]=[CH:8][C:9]([OH:20])=[CH:10][C:11]=3[CH2:12][CH2:13]1)[CH2:4][CH2:3]2.[C:21]([O-:24])(=[O:23])[CH3:22]. The yield is 0.970. (4) The reactants are CC1C2C(=CC=CC=2[N+]([O-])=O)NC=1.[CH3:14][C:15]1[C:23]2[C:18](=[CH:19][C:20]([N+:24]([O-])=O)=[CH:21][CH:22]=2)[NH:17][CH:16]=1. The catalyst is C(O)C.[Pd]. The product is [CH3:14][C:15]1[C:23]2[C:18](=[CH:19][C:20]([NH2:24])=[CH:21][CH:22]=2)[NH:17][CH:16]=1. The yield is 0.240. (5) The reactants are [C:1]([NH:5][S:6]([C:9]1[S:10][C:11]([C:14]2[N:19]=[C:18]([CH:20]3[CH2:22][CH2:21]3)[C:17]([Cl:23])=[C:16]([OH:24])[N:15]=2)=[CH:12][CH:13]=1)(=[O:8])=[O:7])([CH3:4])([CH3:3])[CH3:2].[F:25][C:26]([F:39])([F:38])[S:27](O[S:27]([C:26]([F:39])([F:38])[F:25])(=[O:29])=[O:28])(=[O:29])=[O:28]. The catalyst is C(Cl)Cl. The product is [F:25][C:26]([F:39])([F:38])[S:27]([O:24][C:16]1[C:17]([Cl:23])=[C:18]([CH:20]2[CH2:22][CH2:21]2)[N:19]=[C:14]([C:11]2[S:10][C:9]([S:6](=[O:8])(=[O:7])[NH:5][C:1]([CH3:4])([CH3:2])[CH3:3])=[CH:13][CH:12]=2)[N:15]=1)(=[O:29])=[O:28]. The yield is 0.470.